From a dataset of TCR-epitope binding with 47,182 pairs between 192 epitopes and 23,139 TCRs. Binary Classification. Given a T-cell receptor sequence (or CDR3 region) and an epitope sequence, predict whether binding occurs between them. (1) The epitope is RLRPGGKKR. The TCR CDR3 sequence is CASSLGTLAKNIQYF. Result: 0 (the TCR does not bind to the epitope). (2) The epitope is TEKSNIIRGW. The TCR CDR3 sequence is CASSLGEISPDTQYF. Result: 1 (the TCR binds to the epitope). (3) The epitope is LEPLVDLPI. The TCR CDR3 sequence is CSVEGEREGPISSYNEQFF. Result: 1 (the TCR binds to the epitope). (4) The epitope is RAKFKQLL. The TCR CDR3 sequence is CASSLARTDKETQYF. Result: 1 (the TCR binds to the epitope). (5) The epitope is GPGHKARVL. The TCR CDR3 sequence is CASSESISSYNEQFF. Result: 0 (the TCR does not bind to the epitope). (6) The epitope is DPFRLLQNSQVFS. The TCR CDR3 sequence is CASSSVLSGANVLTF. Result: 1 (the TCR binds to the epitope).